Dataset: Full USPTO retrosynthesis dataset with 1.9M reactions from patents (1976-2016). Task: Predict the reactants needed to synthesize the given product. (1) Given the product [F:35][C:28]([F:27])([F:34])[C:29]([N:4]1[CH2:5][CH2:6][CH2:7][N:8]([C:25](=[O:26])[C:28]([F:35])([F:34])[F:27])[CH2:9][CH2:10][N:11]([C:29](=[O:30])[C:28]([F:35])([F:34])[F:27])[CH2:12][CH2:13][CH2:14][N:1]([CH2:15][C:16]2[CH:24]=[CH:23][C:19]([C:20]([OH:22])=[O:21])=[CH:18][CH:17]=2)[CH2:2][CH2:3]1)=[O:30], predict the reactants needed to synthesize it. The reactants are: [N:1]1([CH2:15][C:16]2[CH:24]=[CH:23][C:19]([C:20]([OH:22])=[O:21])=[CH:18][CH:17]=2)[CH2:14][CH2:13][CH2:12][NH:11][CH2:10][CH2:9][NH:8][CH2:7][CH2:6][CH2:5][NH:4][CH2:3][CH2:2]1.[CH3:25][OH:26].[F:27][C:28]([F:35])([F:34])[CH2:29][O:30]C(=O)C. (2) Given the product [FH:66].[FH:66].[OH:8][C@H:9]([C:54]1[CH:63]=[CH:62][C:61]([OH:64])=[C:60]2[C:55]=1[CH:56]=[CH:57][C:58](=[O:65])[NH:59]2)[CH2:10][NH:11][CH2:12][C:13]1[CH:14]=[CH:15][C:16]([NH:19][C:20]([CH2:22][CH2:23][CH2:24][CH2:25][N:26]([CH3:53])[C:27]([CH2:29][CH2:30][N:31]2[CH2:36][CH2:35][CH:34]([O:37][C:38](=[O:52])[NH:39][C:40]3[CH:45]=[CH:44][CH:43]=[CH:42][C:41]=3[C:46]3[CH:51]=[CH:50][CH:49]=[CH:48][CH:47]=3)[CH2:33][CH2:32]2)=[O:28])=[O:21])=[CH:17][CH:18]=1, predict the reactants needed to synthesize it. The reactants are: [Si]([O:8][C@H:9]([C:54]1[CH:63]=[CH:62][C:61]([OH:64])=[C:60]2[C:55]=1[CH:56]=[CH:57][C:58](=[O:65])[NH:59]2)[CH2:10][NH:11][CH2:12][C:13]1[CH:18]=[CH:17][C:16]([NH:19][C:20]([CH2:22][CH2:23][CH2:24][CH2:25][N:26]([CH3:53])[C:27]([CH2:29][CH2:30][N:31]2[CH2:36][CH2:35][CH:34]([O:37][C:38](=[O:52])[NH:39][C:40]3[CH:45]=[CH:44][CH:43]=[CH:42][C:41]=3[C:46]3[CH:51]=[CH:50][CH:49]=[CH:48][CH:47]=3)[CH2:33][CH2:32]2)=[O:28])=[O:21])=[CH:15][CH:14]=1)(C(C)(C)C)(C)C.[FH:66].F.F.C(N(CC)CC)C.CCOC(C)=O. (3) Given the product [NH2:26][S:23]([C:17]1[C:16]([Cl:27])=[CH:15][C:14]([NH:13][CH2:12][C:9]2[O:10][CH:11]=[CH:7][CH:8]=2)=[C:1]([CH:18]=1)[C:2]([Cl:4])=[O:3])(=[O:24])=[O:25], predict the reactants needed to synthesize it. The reactants are: [C:1](Cl)(=O)[C:2]([Cl:4])=[O:3].[CH:7]1[CH:8]=[C:9]([CH2:12][NH:13][C:14]2C(C(O)=O)=[CH:18][C:17]([S:23]([NH2:26])(=[O:25])=[O:24])=[C:16]([Cl:27])[CH:15]=2)[O:10][CH:11]=1. (4) Given the product [CH3:28][N:1]1[C:5]([C:6]2[CH:7]=[C:8]([CH:25]=[CH:26][CH:27]=2)[O:9][C:10]2[CH:24]=[CH:23][C:13]3[N:14]4[CH2:22][CH2:21][CH2:20][C:15]4=[N:16][S:17](=[O:19])(=[O:18])[C:12]=3[CH:11]=2)=[N:4][NH:3][NH:2]1, predict the reactants needed to synthesize it. The reactants are: [NH:1]1[C:5]([C:6]2[CH:7]=[C:8]([CH:25]=[CH:26][CH:27]=2)[O:9][C:10]2[CH:24]=[CH:23][C:13]3[N:14]4[CH2:22][CH2:21][CH2:20][CH:15]4[NH:16][S:17](=[O:19])(=[O:18])[C:12]=3[CH:11]=2)=[N:4][N:3]=[N:2]1.[CH2:28](O)C. (5) The reactants are: [CH2:1]([N:8]1[CH2:13][C:12](=O)[NH:11][C@H:10]([CH2:15][C:16]2[S:17][CH:18]=[CH:19][CH:20]=2)[C:9]1=O)[C:2]1[CH:7]=[CH:6][CH:5]=[CH:4][CH:3]=1.C1COCC1.[H-].[Al+3].[Li+].[H-].[H-].[H-].[OH-].[Na+]. Given the product [CH2:1]([N:8]1[CH2:13][CH2:12][NH:11][C@H:10]([CH2:15][C:16]2[S:17][CH:18]=[CH:19][CH:20]=2)[CH2:9]1)[C:2]1[CH:3]=[CH:4][CH:5]=[CH:6][CH:7]=1, predict the reactants needed to synthesize it.